Dataset: Catalyst prediction with 721,799 reactions and 888 catalyst types from USPTO. Task: Predict which catalyst facilitates the given reaction. (1) Product: [C:5]([C:7]1[CH:8]=[C:9]([CH:39]=[C:40]([OH:42])[CH:41]=1)[C:10]([NH:12][C:13]1[C:14]([CH3:38])=[C:15]2[C:21]([C@@H:22]3[CH2:27][CH2:26][N:25]([C:28]([CH:30]4[CH2:34][CH2:33][CH2:32][CH2:31]4)=[O:29])[C:24]([CH3:36])([CH3:35])[CH2:23]3)=[CH:20][N:19]([CH3:37])[C:16]2=[N:17][CH:18]=1)=[O:11])#[N:6]. Reactant: B(Br)(Br)Br.[C:5]([C:7]1[CH:8]=[C:9]([CH:39]=[C:40]([O:42]C)[CH:41]=1)[C:10]([NH:12][C:13]1[C:14]([CH3:38])=[C:15]2[C:21]([C@@H:22]3[CH2:27][CH2:26][N:25]([C:28]([CH:30]4[CH2:34][CH2:33][CH2:32][CH2:31]4)=[O:29])[C:24]([CH3:36])([CH3:35])[CH2:23]3)=[CH:20][N:19]([CH3:37])[C:16]2=[N:17][CH:18]=1)=[O:11])#[N:6].O. The catalyst class is: 2. (2) Reactant: [N:1]1([CH:5]2[CH:14]([CH2:15][C:16]3[CH:21]=[CH:20][CH:19]=[CH:18][CH:17]=3)[C:13]3[CH:12]=[C:11]([CH2:22][NH2:23])[CH:10]=[CH:9][C:8]=3[CH2:7][CH2:6]2)[CH2:4][CH2:3][CH2:2]1.[CH3:24][N:25]1[CH:29]=[C:28]([S:30](Cl)(=[O:32])=[O:31])[N:27]=[CH:26]1. Product: [N:1]1([CH:5]2[CH:14]([CH2:15][C:16]3[CH:17]=[CH:18][CH:19]=[CH:20][CH:21]=3)[C:13]3[CH:12]=[C:11]([CH2:22][NH:23][S:30]([C:28]4[N:27]=[CH:26][N:25]([CH3:24])[CH:29]=4)(=[O:32])=[O:31])[CH:10]=[CH:9][C:8]=3[CH2:7][CH2:6]2)[CH2:4][CH2:3][CH2:2]1. The catalyst class is: 166. (3) Reactant: [Cl:1][C:2]1[N:7]=[C:6]([NH:8][CH3:9])[C:5]([N+:10]([O-])=O)=[CH:4][N:3]=1.O.O.[Sn](Cl)Cl. Product: [NH2:10][C:5]1[C:6]([NH:8][CH3:9])=[N:7][C:2]([Cl:1])=[N:3][CH:4]=1. The catalyst class is: 8.